This data is from Peptide-MHC class I binding affinity with 185,985 pairs from IEDB/IMGT. The task is: Regression. Given a peptide amino acid sequence and an MHC pseudo amino acid sequence, predict their binding affinity value. This is MHC class I binding data. (1) The peptide sequence is GFCIPSRSK. The MHC is HLA-A11:01 with pseudo-sequence HLA-A11:01. The binding affinity (normalized) is 0.302. (2) The peptide sequence is RLGWRTLDF. The MHC is HLA-B18:01 with pseudo-sequence HLA-B18:01. The binding affinity (normalized) is 0.0847. (3) The peptide sequence is NTSQRGIL. The MHC is HLA-A02:03 with pseudo-sequence HLA-A02:03. The binding affinity (normalized) is 0.267. (4) The peptide sequence is PIQKETWDTW. The MHC is HLA-B08:01 with pseudo-sequence HLA-B08:01. The binding affinity (normalized) is 0.108.